The task is: Predict the reactants needed to synthesize the given product.. This data is from Full USPTO retrosynthesis dataset with 1.9M reactions from patents (1976-2016). (1) Given the product [CH2:25]([N:3]([CH2:1][CH3:2])[C:4](=[O:24])[C:5]1[CH:6]=[CH:7][C:8]([C:11](=[C:12]2[CH2:13][CH2:14][N:15]([CH:27]3[CH2:32][CH2:31][CH2:30][CH2:29][CH2:28]3)[CH2:16][CH2:17]2)[C:18]2[CH:23]=[CH:22][CH:21]=[CH:20][CH:19]=2)=[CH:9][CH:10]=1)[CH3:26], predict the reactants needed to synthesize it. The reactants are: [CH2:1]([N:3]([CH2:25][CH3:26])[C:4](=[O:24])[C:5]1[CH:10]=[CH:9][C:8]([C:11]([C:18]2[CH:23]=[CH:22][CH:21]=[CH:20][CH:19]=2)=[C:12]2[CH2:17][CH2:16][NH:15][CH2:14][CH2:13]2)=[CH:7][CH:6]=1)[CH3:2].[C:27]1(=O)[CH2:32][CH2:31][CH2:30][CH2:29][CH2:28]1.[BH4-].[Na+].N.O. (2) Given the product [ClH:22].[ClH:34].[ClH:22].[Cl:22][C:21]1[C:16]([C:13]2[S:12][C:11]3[CH:10]=[CH:9][CH:8]=[C:7]([C:5]([OH:6])=[O:4])[C:15]=3[CH:14]=2)=[N:17][C:18]([NH:23][CH2:24][CH2:25][CH2:26][N:27]2[CH2:28][CH2:29][N:30]([CH3:33])[CH2:31][CH2:32]2)=[N:19][CH:20]=1, predict the reactants needed to synthesize it. The reactants are: [Li+].[OH-].C[O:4][C:5]([C:7]1[C:15]2[CH:14]=[C:13]([C:16]3[C:21]([Cl:22])=[CH:20][N:19]=[C:18]([NH:23][CH2:24][CH2:25][CH2:26][N:27]4[CH2:32][CH2:31][N:30]([CH3:33])[CH2:29][CH2:28]4)[N:17]=3)[S:12][C:11]=2[CH:10]=[CH:9][CH:8]=1)=[O:6].[ClH:34]. (3) Given the product [NH:8]1[C:9]2[C:5](=[C:4]([NH:1][C:2]([NH:20][CH2:19][C:18]3[CH:17]=[CH:16][C:15]([C:14]([F:13])([F:23])[F:24])=[CH:22][CH:21]=3)=[O:3])[CH:12]=[CH:11][CH:10]=2)[CH:6]=[CH:7]1, predict the reactants needed to synthesize it. The reactants are: [N:1]([C:4]1[CH:12]=[CH:11][CH:10]=[C:9]2[C:5]=1[CH:6]=[CH:7][NH:8]2)=[C:2]=[O:3].[F:13][C:14]([F:24])([F:23])[C:15]1[CH:22]=[CH:21][C:18]([CH2:19][NH2:20])=[CH:17][CH:16]=1.CCCCCC. (4) Given the product [CH3:24][N:23]([CH2:25][CH:26]1[C:33]([C:2]2[CH:3]=[C:4]([OH:5])[CH:13]=[CH:14][C:15]=2[F:16])([OH:34])[CH2:32][CH2:31][C:28]2([CH2:30][CH2:29]2)[CH2:27]1)[CH3:22], predict the reactants needed to synthesize it. The reactants are: Br[C:2]1[CH:3]=[C:4]([CH:13]=[CH:14][C:15]=1[F:16])[O:5][Si](C(C)(C)C)(C)C.[Li]CCCC.[CH3:22][N:23]([CH2:25][CH:26]1[C:33](=[O:34])[CH2:32][CH2:31][C:28]2([CH2:30][CH2:29]2)[CH2:27]1)[CH3:24]. (5) Given the product [O:27]([C:2]1[N:3]=[C:4]2[C:10]([CH:11]=[O:12])=[CH:9][N:8]([CH2:13][O:14][CH2:15][CH2:16][Si:17]([CH3:20])([CH3:19])[CH3:18])[C:5]2=[N:6][CH:7]=1)[C:21]1[CH:26]=[CH:25][CH:24]=[CH:23][CH:22]=1, predict the reactants needed to synthesize it. The reactants are: Br[C:2]1[N:3]=[C:4]2[C:10]([CH:11]=[O:12])=[CH:9][N:8]([CH2:13][O:14][CH2:15][CH2:16][Si:17]([CH3:20])([CH3:19])[CH3:18])[C:5]2=[N:6][CH:7]=1.[C:21]1([OH:27])[CH:26]=[CH:25][CH:24]=[CH:23][CH:22]=1.[O-]P([O-])([O-])=O.[K+].[K+].[K+]. (6) Given the product [C:29]([C:28]1[CH:15]([CH2:14][CH:8]2[CH2:7][CH2:6][C:5]3[C:10](=[CH:11][CH:12]=[C:3]([O:2][CH3:1])[CH:4]=3)[C:9]2=[O:13])[CH:16]=[CH:17][N:26]([CH2:25][C:20]2[CH:21]=[CH:22][CH:23]=[CH:24][C:19]=2[CH3:32])[CH:27]=1)(=[O:31])[CH3:30], predict the reactants needed to synthesize it. The reactants are: [CH3:1][O:2][C:3]1[CH:4]=[C:5]2[C:10](=[CH:11][CH:12]=1)[C:9](=[O:13])[CH:8]([CH2:14]/[CH:15]=[CH:16]/[CH:17]=O)[CH2:7][CH2:6]2.[C:19]1([CH3:32])[CH:24]=[CH:23][CH:22]=[CH:21][C:20]=1[CH2:25][NH:26][CH:27]=[CH:28][C:29](=[O:31])[CH3:30]. (7) Given the product [Cl:15][CH2:11][C:10]1[C:5]([S:4][CH:1]([CH3:3])[CH3:2])=[N:6][CH:7]=[CH:8][CH:9]=1, predict the reactants needed to synthesize it. The reactants are: [CH:1]([S:4][C:5]1[C:10]([CH2:11]O)=[CH:9][CH:8]=[CH:7][N:6]=1)([CH3:3])[CH3:2].O=S(Cl)[Cl:15]. (8) Given the product [C:1]([O:5][C:6]([N:8]1[CH2:13][CH:12]2[C:10]([C:14]3[CH:15]=[CH:16][C:17]([N:20]4[CH2:24][C@H:23]([CH2:25][NH2:26])[O:22][C:21]4=[O:29])=[CH:18][CH:19]=3)([CH2:11]2)[CH2:9]1)=[O:7])([CH3:4])([CH3:2])[CH3:3], predict the reactants needed to synthesize it. The reactants are: [C:1]([O:5][C:6]([N:8]1[CH2:13][CH:12]2[C:10]([C:14]3[CH:19]=[CH:18][C:17]([N:20]4[CH2:24][C@H:23]([CH2:25][N:26]=[N+]=[N-])[O:22][C:21]4=[O:29])=[CH:16][CH:15]=3)([CH2:11]2)[CH2:9]1)=[O:7])([CH3:4])([CH3:3])[CH3:2].C1(P(C2C=CC=CC=2)C2C=CC=CC=2)C=CC=CC=1. (9) Given the product [CH3:3][N:4](/[CH:6]=[C:17]1/[C:18](=[O:22])[C:19]2[C:15]([CH2:16]/1)=[CH:14][C:13]([NH:12][C:9](=[O:11])[CH3:10])=[CH:21][CH:20]=2)[CH3:5], predict the reactants needed to synthesize it. The reactants are: CO[CH:3](OC)[N:4]([CH3:6])[CH3:5].[C:9]([NH:12][C:13]1[CH:14]=[C:15]2[C:19](=[CH:20][CH:21]=1)[C:18](=[O:22])[CH2:17][CH2:16]2)(=[O:11])[CH3:10].